Dataset: NCI-60 drug combinations with 297,098 pairs across 59 cell lines. Task: Regression. Given two drug SMILES strings and cell line genomic features, predict the synergy score measuring deviation from expected non-interaction effect. (1) Drug 1: CC1=C(C=C(C=C1)NC(=O)C2=CC=C(C=C2)CN3CCN(CC3)C)NC4=NC=CC(=N4)C5=CN=CC=C5. Drug 2: CC1=C(C=C(C=C1)C(=O)NC2=CC(=CC(=C2)C(F)(F)F)N3C=C(N=C3)C)NC4=NC=CC(=N4)C5=CN=CC=C5. Cell line: HS 578T. Synergy scores: CSS=-7.70, Synergy_ZIP=1.09, Synergy_Bliss=-2.36, Synergy_Loewe=-31.4, Synergy_HSA=-7.42. (2) Drug 1: CC(C1=C(C=CC(=C1Cl)F)Cl)OC2=C(N=CC(=C2)C3=CN(N=C3)C4CCNCC4)N. Drug 2: CC1C(C(CC(O1)OC2CC(OC(C2O)C)OC3=CC4=CC5=C(C(=O)C(C(C5)C(C(=O)C(C(C)O)O)OC)OC6CC(C(C(O6)C)O)OC7CC(C(C(O7)C)O)OC8CC(C(C(O8)C)O)(C)O)C(=C4C(=C3C)O)O)O)O. Cell line: T-47D. Synergy scores: CSS=1.76, Synergy_ZIP=7.99, Synergy_Bliss=15.1, Synergy_Loewe=13.8, Synergy_HSA=13.5. (3) Drug 1: COC1=NC(=NC2=C1N=CN2C3C(C(C(O3)CO)O)O)N. Drug 2: C1C(C(OC1N2C=NC(=NC2=O)N)CO)O. Cell line: EKVX. Synergy scores: CSS=-5.69, Synergy_ZIP=1.61, Synergy_Bliss=0.853, Synergy_Loewe=-8.58, Synergy_HSA=-6.97. (4) Drug 1: C(=O)(N)NO. Drug 2: CS(=O)(=O)OCCCCOS(=O)(=O)C. Cell line: CCRF-CEM. Synergy scores: CSS=30.7, Synergy_ZIP=-7.13, Synergy_Bliss=3.03, Synergy_Loewe=1.78, Synergy_HSA=5.72. (5) Drug 1: CC1C(C(CC(O1)OC2CC(CC3=C2C(=C4C(=C3O)C(=O)C5=C(C4=O)C(=CC=C5)OC)O)(C(=O)CO)O)N)O.Cl. Drug 2: C1CCC(CC1)NC(=O)N(CCCl)N=O. Cell line: T-47D. Synergy scores: CSS=2.61, Synergy_ZIP=0.238, Synergy_Bliss=5.23, Synergy_Loewe=1.47, Synergy_HSA=1.90.